From a dataset of Full USPTO retrosynthesis dataset with 1.9M reactions from patents (1976-2016). Predict the reactants needed to synthesize the given product. (1) Given the product [CH3:21][N:19]1[CH:20]=[C:16]([C:15]#[C:14][C:2]#[C:1][C:3]2[CH:12]=[CH:11][C:6]([C:7]([O:9][CH3:10])=[O:8])=[CH:5][CH:4]=2)[CH:17]=[N:18]1, predict the reactants needed to synthesize it. The reactants are: [C:1]([C:3]1[CH:12]=[CH:11][C:6]([C:7]([O:9][CH3:10])=[O:8])=[CH:5][CH:4]=1)#[CH:2].Br[C:14](Br)=[CH:15][C:16]1[CH:17]=[N:18][N:19]([CH3:21])[CH:20]=1.CCN(CC)CC. (2) Given the product [Br:1][C:2]1[CH:7]=[CH:6][C:5]([N:8]2[C:13]3=[N:14][C:15]4[C:20]([Cl:21])=[CH:19][CH:18]=[C:17]([CH2:22][OH:23])[C:16]=4[N:12]3[CH2:11][CH2:10][CH2:9]2)=[C:4]([Cl:26])[CH:3]=1, predict the reactants needed to synthesize it. The reactants are: [Br:1][C:2]1[CH:7]=[CH:6][C:5]([N:8]2[C:13]3=[N:14][C:15]4[C:16](=[C:17]([C:22](OC)=[O:23])[CH:18]=[CH:19][C:20]=4[Cl:21])[N:12]3[CH2:11][CH2:10][CH2:9]2)=[C:4]([Cl:26])[CH:3]=1.[BH4-].[Li+]. (3) Given the product [Br:26][C:27]1[CH:28]=[CH:29][C:30]([C:21]2([C:24]#[N:25])[CH2:20][CH2:19][NH:18][CH2:23][CH2:22]2)=[N:31][CH:32]=1, predict the reactants needed to synthesize it. The reactants are: C[Si]([N-][Si](C)(C)C)(C)C.[Na+].C(OC([N:18]1[CH2:23][CH2:22][CH:21]([C:24]#[N:25])[CH2:20][CH2:19]1)=O)(C)(C)C.[Br:26][C:27]1[CH:28]=[CH:29][C:30](F)=[N:31][CH:32]=1.C(=O)([O-])[O-].[K+].[K+]. (4) The reactants are: C(Cl)(=O)C(Cl)=O.CS(C)=O.[CH2:11]([O:18][C:19](=[O:29])[NH:20][C@@H:21]1[CH2:26][CH2:25][CH2:24][CH2:23][C@H:22]1[CH2:27][OH:28])[C:12]1[CH:17]=[CH:16][CH:15]=[CH:14][CH:13]=1.C(N(CC)CC)C. Given the product [CH2:11]([O:18][C:19](=[O:29])[NH:20][C@@H:21]1[CH2:26][CH2:25][CH2:24][CH2:23][C@H:22]1[CH:27]=[O:28])[C:12]1[CH:13]=[CH:14][CH:15]=[CH:16][CH:17]=1, predict the reactants needed to synthesize it. (5) The reactants are: C([O:8][C:9](=[O:17])[CH:10]=[CH:11][C:12]1[S:13][CH:14]=[CH:15][N:16]=1)C1C=CC=CC=1.[OH-].[Na+]. Given the product [S:13]1[CH:14]=[CH:15][N:16]=[C:12]1[CH:11]=[CH:10][C:9]([OH:17])=[O:8], predict the reactants needed to synthesize it. (6) Given the product [CH2:14]([O:13][C:11](=[O:12])[CH2:10][CH2:9][N:8]([C:11](=[O:12])[CH2:10][C:22]12[CH2:21][CH:20]3[CH2:1][CH:2]([CH2:7][CH:18]([CH2:19]3)[CH2:17]1)[CH2:3]2)[CH2:1][C:2]1[CH:7]=[CH:6][CH:5]=[CH:4][CH:3]=1)[CH3:15], predict the reactants needed to synthesize it. The reactants are: [CH2:1]([NH:8][CH2:9][CH2:10][C:11]([O:13][CH2:14][CH3:15])=[O:12])[C:2]1[CH:7]=[CH:6][CH:5]=[CH:4][CH:3]=1.Cl[C:17]1[CH:22]=[CH:21][C:20](S(N)(=O)=O)=[CH:19][C:18]=1[N+]([O-])=O. (7) Given the product [C:36]([O:40][C:41]([NH:43][C@H:44]([C:48]([O:21][CH2:20][CH2:19][N:16]1[CH2:15][CH2:14][N:13]([S:10]([C:7]2[CH:8]=[CH:9][C:4]([O:3][CH2:1][CH3:2])=[C:5]([C:22]3[NH:23][C:24](=[O:35])[C:25]4[N:30]([CH3:31])[CH:29]=[C:28]([CH2:32][CH2:33][CH3:34])[C:26]=4[N:27]=3)[CH:6]=2)(=[O:11])=[O:12])[CH2:18][CH2:17]1)=[O:49])[CH:45]([CH3:46])[CH3:47])=[O:42])([CH3:38])([CH3:39])[CH3:37], predict the reactants needed to synthesize it. The reactants are: [CH2:1]([O:3][C:4]1[CH:9]=[CH:8][C:7]([S:10]([N:13]2[CH2:18][CH2:17][N:16]([CH2:19][CH2:20][OH:21])[CH2:15][CH2:14]2)(=[O:12])=[O:11])=[CH:6][C:5]=1[C:22]1[NH:23][C:24](=[O:35])[C:25]2[N:30]([CH3:31])[CH:29]=[C:28]([CH2:32][CH2:33][CH3:34])[C:26]=2[N:27]=1)[CH3:2].[C:36]([O:40][C:41]([NH:43][C@H:44]([C:48](O)=[O:49])[CH:45]([CH3:47])[CH3:46])=[O:42])([CH3:39])([CH3:38])[CH3:37].C(Cl)CCl. (8) Given the product [CH3:22][C:21]1([CH3:23])[N:7]([C:8](=[O:18])[CH2:9][NH:10][C:11](=[O:17])[O:12][C:13]([CH3:14])([CH3:16])[CH3:15])[C@@H:3]([CH2:4][CH:5]=[CH2:6])[CH2:2][O:1]1, predict the reactants needed to synthesize it. The reactants are: [OH:1][CH2:2][C@@H:3]([NH:7][C:8](=[O:18])[CH2:9][NH:10][C:11](=[O:17])[O:12][C:13]([CH3:16])([CH3:15])[CH3:14])[CH2:4][CH:5]=[CH2:6].CO[C:21](OC)([CH3:23])[CH3:22].O.C1(C)C=CC(S(O)(=O)=O)=CC=1.C(Cl)Cl.CO. (9) Given the product [CH:1]([O:4][C:5]1[C:14]2[C:9](=[CH:10][C:11]([O:17][CH:26]3[CH2:31][CH2:30][O:29][CH2:28][CH2:27]3)=[C:12]([O:15][CH3:16])[CH:13]=2)[CH:8]=[C:7]([NH:18][C:19]2[CH:23]=[C:22]([CH3:24])[NH:21][N:20]=2)[N:6]=1)([CH3:3])[CH3:2], predict the reactants needed to synthesize it. The reactants are: [CH:1]([O:4][C:5]1[C:14]2[C:9](=[CH:10][C:11]([OH:17])=[C:12]([O:15][CH3:16])[CH:13]=2)[CH:8]=[C:7]([NH:18][C:19]2[CH:23]=[C:22]([CH3:24])[NH:21][N:20]=2)[N:6]=1)([CH3:3])[CH3:2].Cl[CH:26]1[CH2:31][CH2:30][O:29][CH2:28][CH2:27]1. (10) Given the product [N+:1]([C:4]1[CH:12]=[C:11]2[C:7]([CH2:8][CH2:9][CH2:10]2)=[CH:6][C:5]=1[NH2:13])([O-:3])=[O:2], predict the reactants needed to synthesize it. The reactants are: [N+:1]([C:4]1[CH:12]=[C:11]2[C:7]([CH2:8][CH2:9][CH2:10]2)=[CH:6][C:5]=1[NH:13]C(=O)C)([O-:3])=[O:2].[CH]Cl.